Task: Predict the reactants needed to synthesize the given product.. Dataset: Full USPTO retrosynthesis dataset with 1.9M reactions from patents (1976-2016) (1) Given the product [CH3:13][O:14][C:15]1[CH:16]=[CH:17][C:18]([S:21]([N:1]2[C:9]3[C:4](=[CH:5][CH:6]=[CH:7][CH:8]=3)[C:3]([C:10]([OH:12])=[O:11])=[CH:2]2)(=[O:23])=[O:22])=[CH:19][CH:20]=1, predict the reactants needed to synthesize it. The reactants are: [NH:1]1[C:9]2[C:4](=[CH:5][CH:6]=[CH:7][CH:8]=2)[C:3]([C:10]([OH:12])=[O:11])=[CH:2]1.[CH3:13][O:14][C:15]1[CH:20]=[CH:19][C:18]([S:21](Cl)(=[O:23])=[O:22])=[CH:17][CH:16]=1.S([O-])(O)(=O)=O.[K+].O. (2) The reactants are: [CH3:1][CH:2]1[CH2:6][C:5]2([CH2:11][CH2:10][CH2:9][CH2:8][CH2:7]2)[CH:4]([OH:12])[O:3]1.[C:13](OC(=O)C)(=[O:15])[CH3:14]. Given the product [C:13]([O:12][CH:4]1[C:5]2([CH2:11][CH2:10][CH2:9][CH2:8][CH2:7]2)[CH2:6][CH:2]([CH3:1])[O:3]1)(=[O:15])[CH3:14], predict the reactants needed to synthesize it.